This data is from Catalyst prediction with 721,799 reactions and 888 catalyst types from USPTO. The task is: Predict which catalyst facilitates the given reaction. Reactant: [C:1]([O:5][C:6]([NH:8][CH2:9][CH2:10][CH2:11][C@H:12]([NH:42]C(=O)OCC1C=CC=CC=1)[C:13](=[O:41])[NH:14][C@@H:15]([CH2:30][CH2:31][CH2:32][NH:33][C:34]([O:36][C:37]([CH3:40])([CH3:39])[CH3:38])=[O:35])[CH2:16][C:17](=[O:29])[NH:18][CH2:19][CH2:20][NH:21][C:22](=[O:28])[O:23][C:24]([CH3:27])([CH3:26])[CH3:25])=[O:7])([CH3:4])([CH3:3])[CH3:2]. Product: [NH2:42][C@@H:12]([CH2:11][CH2:10][CH2:9][NH:8][C:6]([O:5][C:1]([CH3:4])([CH3:3])[CH3:2])=[O:7])[C:13]([NH:14][C@H:15]([CH2:16][C:17]([NH:18][CH2:19][CH2:20][NH:21][C:22]([O:23][C:24]([CH3:25])([CH3:26])[CH3:27])=[O:28])=[O:29])[CH2:30][CH2:31][CH2:32][NH:33][C:34](=[O:35])[O:36][C:37]([CH3:38])([CH3:39])[CH3:40])=[O:41]. The catalyst class is: 29.